Dataset: CYP3A4 inhibition data for predicting drug metabolism from PubChem BioAssay. Task: Regression/Classification. Given a drug SMILES string, predict its absorption, distribution, metabolism, or excretion properties. Task type varies by dataset: regression for continuous measurements (e.g., permeability, clearance, half-life) or binary classification for categorical outcomes (e.g., BBB penetration, CYP inhibition). Dataset: cyp3a4_veith. (1) The compound is Cc1cccc(C(=O)NN(C)c2nc(-c3ccccc3)nnc2C(F)(F)F)c1. The result is 0 (non-inhibitor). (2) The compound is O=C(O)CNCP(=O)(O)O. The result is 0 (non-inhibitor).